This data is from Reaction yield outcomes from USPTO patents with 853,638 reactions. The task is: Predict the reaction yield, written as a fraction of the theoretical maximum amount of product (1.0 means a 100% yield; for example, 0.34 means a 34% yield). (1) The reactants are [I:1]C.[CH3:3][O:4][C:5]1[CH:6]=[C:7]([NH:17][C:18](N)=[S:19])[CH:8]=[CH:9][C:10]=1[N:11]1[CH:15]=[C:14]([CH3:16])[N:13]=[CH:12]1. The catalyst is C(O)C. The product is [IH:1].[N:17]([C:7]1[CH:8]=[CH:9][C:10]([N:11]2[CH:15]=[C:14]([CH3:16])[N:13]=[CH:12]2)=[C:5]([O:4][CH3:3])[CH:6]=1)=[C:18]=[S:19]. The yield is 0.460. (2) The catalyst is CN(C)C=O.O. The reactants are [H-].[Na+].[CH3:3][S:4]([NH2:7])(=[O:6])=[O:5].[CH3:8][C:9]1([CH3:35])[C:18]2[C:13](=[CH:14][CH:15]=[C:16]([C:19](O)=[O:20])[CH:17]=2)[NH:12][CH:11]([C:22]2[CH:27]=[C:26]([N:28]3[CH2:33][CH2:32][O:31][CH2:30][CH2:29]3)[CH:25]=[CH:24][C:23]=2[CH3:34])[CH2:10]1.C(N1C=CN=C1)(N1C=CN=C1)=O. The yield is 0.260. The product is [CH3:8][C:9]1([CH3:35])[C:18]2[C:13](=[CH:14][CH:15]=[C:16]([C:19]([NH:7][S:4]([CH3:3])(=[O:6])=[O:5])=[O:20])[CH:17]=2)[NH:12][CH:11]([C:22]2[CH:27]=[C:26]([N:28]3[CH2:33][CH2:32][O:31][CH2:30][CH2:29]3)[CH:25]=[CH:24][C:23]=2[CH3:34])[CH2:10]1. (3) The reactants are Cl.[Cl:2][C:3]1[CH:22]=[CH:21][C:6]([CH2:7][C:8]2[CH:20]=[CH:19][C:11]([O:12][CH2:13][C@H:14]3[CH2:18][CH2:17][CH2:16][NH:15]3)=[CH:10][CH:9]=2)=[CH:5][CH:4]=1.Br[CH2:24][CH2:25][CH2:26][C:27]([O:29][CH3:30])=[O:28].C(=O)([O-])[O-].[K+].[K+]. The catalyst is CN(C=O)C.O. The product is [CH3:30][O:29][C:27](=[O:28])[CH2:26][CH2:25][CH2:24][N:15]1[CH2:16][CH2:17][CH2:18][C@@H:14]1[CH2:13][O:12][C:11]1[CH:19]=[CH:20][C:8]([CH2:7][C:6]2[CH:21]=[CH:22][C:3]([Cl:2])=[CH:4][CH:5]=2)=[CH:9][CH:10]=1. The yield is 0.350. (4) The product is [C:18]([O:22][C:23](=[O:32])[NH:24][CH:25]([CH:30]([OH:31])[C:7]1([C:1]2[CH:2]=[CH:3][CH:4]=[CH:5][CH:6]=2)[S:8][CH2:9][CH2:10][CH2:11][S:12]1)[CH2:26][CH2:27][CH2:28][CH3:29])([CH3:19])([CH3:20])[CH3:21]. The catalyst is C1COCC1. The yield is 0.560. The reactants are [C:1]1([CH:7]2[S:12][CH2:11][CH2:10][CH2:9][S:8]2)[CH:6]=[CH:5][CH:4]=[CH:3][CH:2]=1.C([Li])CCC.[C:18]([O:22][C:23](=[O:32])[NH:24][CH:25]([CH:30]=[O:31])[CH2:26][CH2:27][CH2:28][CH3:29])([CH3:21])([CH3:20])[CH3:19].C(O)(=O)C. (5) The reactants are C(=O)([O-])[O-].[K+].[K+].[NH:7]1[CH2:12][CH2:11][C:10](=[O:13])[CH2:9][CH2:8]1.[F:14][C:15]1[CH:16]=[C:17]([N+:23]([O-:25])=[O:24])[CH:18]=[C:19]([F:22])[C:20]=1F. The catalyst is CN(C=O)C. The product is [F:14][C:15]1[CH:16]=[C:17]([N+:23]([O-:25])=[O:24])[CH:18]=[C:19]([F:22])[C:20]=1[N:7]1[CH2:12][CH2:11][C:10](=[O:13])[CH2:9][CH2:8]1. The yield is 0.450.